Dataset: Full USPTO retrosynthesis dataset with 1.9M reactions from patents (1976-2016). Task: Predict the reactants needed to synthesize the given product. (1) Given the product [N:22]1[C:23]2[C:28](=[CH:27][CH:26]=[CH:25][CH:24]=2)[CH:29]=[CH:30][C:21]=1[O:17][CH2:16][C:14]1[N:15]=[C:8]2[C:7]([N:4]3[CH2:3][CH2:2][O:1][CH2:6][CH2:5]3)=[N:12][CH:11]=[CH:10][N:9]2[CH:13]=1, predict the reactants needed to synthesize it. The reactants are: [O:1]1[CH2:6][CH2:5][N:4]([C:7]2[C:8]3[N:9]([CH:13]=[C:14]([CH2:16][OH:17])[N:15]=3)[CH:10]=[CH:11][N:12]=2)[CH2:3][CH2:2]1.[H-].[Na+].Cl[C:21]1[CH:30]=[CH:29][C:28]2[C:23](=[CH:24][CH:25]=[CH:26][CH:27]=2)[N:22]=1. (2) Given the product [Br:8][C:5]1[CH:6]=[CH:7][C:2]([N:21]2[CH2:20][CH2:19][N:18]([C:24]([O:26][C:27]([CH3:30])([CH3:29])[CH3:28])=[O:25])[CH2:23][CH2:22]2)=[N:3][CH:4]=1, predict the reactants needed to synthesize it. The reactants are: Br[C:2]1[CH:7]=[CH:6][C:5]([Br:8])=[CH:4][N:3]=1.C(N(CC)C(C)C)(C)C.[N:18]1([C:24]([O:26][C:27]([CH3:30])([CH3:29])[CH3:28])=[O:25])[CH2:23][CH2:22][NH:21][CH2:20][CH2:19]1.